From a dataset of Forward reaction prediction with 1.9M reactions from USPTO patents (1976-2016). Predict the product of the given reaction. Given the reactants S(Cl)(Cl)=O.[OH:5][C:6]1[CH:7]=[C:8]([CH2:12][C:13]([OH:15])=[O:14])[CH:9]=[CH:10][CH:11]=1.[CH3:16]O, predict the reaction product. The product is: [OH:5][C:6]1[CH:7]=[C:8]([CH2:12][C:13]([O:15][CH3:16])=[O:14])[CH:9]=[CH:10][CH:11]=1.